From a dataset of Peptide-MHC class II binding affinity with 134,281 pairs from IEDB. Regression. Given a peptide amino acid sequence and an MHC pseudo amino acid sequence, predict their binding affinity value. This is MHC class II binding data. (1) The peptide sequence is KDKWIALKESWGAIW. The MHC is DRB1_1602 with pseudo-sequence DRB1_1602. The binding affinity (normalized) is 0.603. (2) The MHC is HLA-DQA10301-DQB10302 with pseudo-sequence HLA-DQA10301-DQB10302. The peptide sequence is LAGPKGAPGERGPSG. The binding affinity (normalized) is 0.